Dataset: Reaction yield outcomes from USPTO patents with 853,638 reactions. Task: Predict the reaction yield, written as a fraction of the theoretical maximum amount of product (1.0 means a 100% yield; for example, 0.34 means a 34% yield). (1) The reactants are Cl.[N+:2]([C:5]1[CH:13]=[C:12]([CH2:14][N:15]2[CH2:20][CH2:19][CH2:18][CH2:17][CH2:16]2)[CH:11]=[CH:10][C:6]=1[C:7]([OH:9])=O)([O-:4])=[O:3].S(Cl)(Cl)=O.[F:25][C:26]1[CH:27]=[C:28]([CH:40]=[C:41]([F:43])[CH:42]=1)[CH2:29][C:30]1[CH:31]=[C:32]2[C:36](=[CH:37][CH:38]=1)[NH:35][N:34]=[C:33]2[NH2:39].[NH4+].[OH-]. The catalyst is N1C=CC=CC=1.O.CCOC(C)=O. The product is [F:25][C:26]1[CH:27]=[C:28]([CH:40]=[C:41]([F:43])[CH:42]=1)[CH2:29][C:30]1[CH:31]=[C:32]2[C:36](=[CH:37][CH:38]=1)[NH:35][N:34]=[C:33]2[NH:39][C:7](=[O:9])[C:6]1[CH:10]=[CH:11][C:12]([CH2:14][N:15]2[CH2:20][CH2:19][CH2:18][CH2:17][CH2:16]2)=[CH:13][C:5]=1[N+:2]([O-:4])=[O:3]. The yield is 0.430. (2) The reactants are N12CCC(CC1)[C@H](NCCC1C3C(C([O-])=O)=CC=CC=3NN=1)C2.[Li+].[F:25][C:26]1[C:37]2[C:38]3[N:30]([NH:31][CH2:32][C:33]=3[C@H:34]([CH:40]3[CH:45]4[CH2:46][CH2:47][N:42]([CH2:43][CH2:44]4)[CH2:41]3)[C:35](=[O:39])[CH:36]=2)[CH:29]=[CH:28][N:27]=1.[ClH:48]. No catalyst specified. The product is [ClH:48].[F:25][C:26]1[C:37]2[C:38]3[N:30]([NH:31][CH2:32][C:33]=3[C@H:34]([CH:40]3[CH:45]4[CH2:46][CH2:47][N:42]([CH2:43][CH2:44]4)[CH2:41]3)[C:35](=[O:39])[CH:36]=2)[CH:29]=[CH:28][N:27]=1. The yield is 0.710.